This data is from Full USPTO retrosynthesis dataset with 1.9M reactions from patents (1976-2016). The task is: Predict the reactants needed to synthesize the given product. (1) Given the product [CH3:1][C:2]1[C:3]([C:16]2([CH3:29])[C:20]3[CH:21]=[CH:22][C:23]([C:25]([OH:27])=[O:26])=[CH:24][C:19]=3[O:18][CH2:17]2)=[CH:4][C:5]2[C:6]([CH3:15])([CH3:14])[CH2:7][CH2:8][C:9]([CH3:12])([CH3:13])[C:10]=2[CH:11]=1, predict the reactants needed to synthesize it. The reactants are: [CH3:1][C:2]1[C:3]([C:16]2([CH3:29])[C:20]3[CH:21]=[CH:22][C:23]([C:25]([O:27]C)=[O:26])=[CH:24][C:19]=3[O:18][CH2:17]2)=[CH:4][C:5]2[C:6]([CH3:15])([CH3:14])[CH2:7][CH2:8][C:9]([CH3:13])([CH3:12])[C:10]=2[CH:11]=1.[OH-].[Na+].[OH-].[Li+].CCOC(C)=O. (2) The reactants are: Br[C:2]1[CH:7]=[CH:6][C:5]([Br:8])=[CH:4][CH:3]=1.[NH:9]1[CH2:14][CH2:13][S:12](=[O:16])(=[O:15])[CH2:11][CH2:10]1.C1C=CC(P(C2C(C3C(P(C4C=CC=CC=4)C4C=CC=CC=4)=CC=C4C=3C=CC=C4)=C3C(C=CC=C3)=CC=2)C2C=CC=CC=2)=CC=1.CC([O-])(C)C.[Na+]. Given the product [Br:8][C:5]1[CH:6]=[CH:7][C:2]([N:9]2[CH2:14][CH2:13][S:12](=[O:16])(=[O:15])[CH2:11][CH2:10]2)=[CH:3][CH:4]=1, predict the reactants needed to synthesize it. (3) Given the product [CH2:1]([O:8][C:9](=[O:10])[N:11]([CH2:16][C:17]1[CH:22]=[CH:21][CH:20]=[C:19]([Br:23])[N:18]=1)[CH2:12][C:13]([NH:38][CH:42]([CH3:43])[CH3:41])=[O:15])[C:2]1[CH:3]=[CH:4][CH:5]=[CH:6][CH:7]=1, predict the reactants needed to synthesize it. The reactants are: [CH2:1]([O:8][C:9]([N:11]([CH2:16][C:17]1[CH:22]=[CH:21][CH:20]=[C:19]([Br:23])[N:18]=1)[CH2:12][C:13]([OH:15])=O)=[O:10])[C:2]1[CH:7]=[CH:6][CH:5]=[CH:4][CH:3]=1.Cl.CN(C)CCCN=C=NCC.O.O[N:38]1[C:42]2[CH:43]=CC=C[C:41]=2N=N1.C(N)(C)C. (4) Given the product [C:1](=[O:39])([O:3][CH:4]([C:29]1[CH:34]=[CH:33][CH:32]=[CH:31][C:30]=1[C:35]([F:37])([F:36])[F:38])[CH2:5][NH:6][C:7](=[O:28])[CH2:8][N:9]1[C:13](=[O:14])[N:12]([CH2:15][CH2:16][C:17]([F:20])([F:18])[F:19])[C:11]([C:21]2[CH:26]=[CH:25][C:24]([Cl:27])=[CH:23][CH:22]=2)=[N:10]1)[NH2:2], predict the reactants needed to synthesize it. The reactants are: [C:1](=[O:39])([O:3][CH:4]([C:29]1[CH:34]=[CH:33][CH:32]=[CH:31][C:30]=1[C:35]([F:38])([F:37])[F:36])[CH2:5][NH:6][C:7](=[O:28])[CH2:8][N:9]1[C:13](=[O:14])[N:12](/[CH:15]=[CH:16]/[C:17]([F:20])([F:19])[F:18])[C:11]([C:21]2[CH:26]=[CH:25][C:24]([Cl:27])=[CH:23][CH:22]=2)=[N:10]1)[NH2:2]. (5) Given the product [CH:14]1([C:11]2[CH:12]=[CH:13][C:8]([C:5]3[N:6]=[CH:7][C:2]([NH2:1])=[N:3][CH:4]=3)=[C:9]([F:19])[C:10]=2[O:18][C:21]2[N:26]=[C:25]([C:27]3[S:28][CH:29]=[CH:30][CH:31]=3)[CH:24]=[CH:23][N:22]=2)[CH2:15][CH2:16][CH2:17]1, predict the reactants needed to synthesize it. The reactants are: [NH2:1][C:2]1[N:3]=[CH:4][C:5]([C:8]2[C:9]([F:19])=[C:10]([OH:18])[C:11]([CH:14]3[CH2:17][CH2:16][CH2:15]3)=[CH:12][CH:13]=2)=[N:6][CH:7]=1.Cl[C:21]1[N:26]=[C:25]([C:27]2[S:28][CH:29]=[CH:30][CH:31]=2)[CH:24]=[CH:23][N:22]=1. (6) The reactants are: [CH2:1]([C:3]1[C:8](=[O:9])[NH:7][C:6]([CH3:10])=[C:5]([C:11]2[CH:12]=[N:13][CH:14]=[C:15]([C:17]([OH:19])=O)[CH:16]=2)[CH:4]=1)[CH3:2].[N:20]1[CH:25]=[CH:24][CH:23]=[C:22]([CH2:26][NH2:27])[CH:21]=1. Given the product [N:20]1[CH:25]=[CH:24][CH:23]=[C:22]([CH2:26][NH:27][C:17]([C:15]2[CH:16]=[C:11]([C:5]3[CH:4]=[C:3]([CH2:1][CH3:2])[C:8](=[O:9])[NH:7][C:6]=3[CH3:10])[CH:12]=[N:13][CH:14]=2)=[O:19])[CH:21]=1, predict the reactants needed to synthesize it. (7) Given the product [Si:14]([O:21][CH:22]1[CH2:27][CH2:26][C:25]([CH2:28][CH2:29][CH:30]2[C:38]3[C:33](=[CH:34][CH:35]=[CH:36][CH:37]=3)[C:32]3=[CH:39][N:40]=[CH:41][N:31]23)([F:12])[CH2:24][CH2:23]1)([C:17]([CH3:20])([CH3:19])[CH3:18])([CH3:16])[CH3:15], predict the reactants needed to synthesize it. The reactants are: [B-](F)(F)(F)F.CCN([S+](F)[F:12])CC.[Si:14]([O:21][CH:22]1[CH2:27][CH2:26][CH:25]([CH:28](O)[CH2:29][CH:30]2[C:38]3[C:33](=[CH:34][CH:35]=[CH:36][CH:37]=3)[C:32]3=[CH:39][N:40]=[CH:41][N:31]23)[CH2:24][CH2:23]1)([C:17]([CH3:20])([CH3:19])[CH3:18])([CH3:16])[CH3:15]. (8) Given the product [CH3:1][C:2]1[CH:3]=[C:4]([O:15][C:16]2[C:25]3[C:20](=[CH:21][C:22]([O:28][CH2:29][CH:30]([OH:31])[CH2:32][OH:36])=[C:23]([O:26][CH3:27])[CH:24]=3)[N:19]=[CH:18][CH:17]=2)[C:5]([C:9]2[CH:14]=[CH:13][CH:12]=[CH:11][CH:10]=2)=[N:6][C:7]=1[CH3:8], predict the reactants needed to synthesize it. The reactants are: [CH3:1][C:2]1[CH:3]=[C:4]([O:15][C:16]2[C:25]3[C:20](=[CH:21][C:22]([O:28][CH2:29][CH:30]4[CH2:32][O:31]4)=[C:23]([O:26][CH3:27])[CH:24]=3)[N:19]=[CH:18][CH:17]=2)[C:5]([C:9]2[CH:14]=[CH:13][CH:12]=[CH:11][CH:10]=2)=[N:6][C:7]=1[CH3:8].FC(F)(F)C(O)=[O:36].[OH-].[Na+].O. (9) Given the product [Cl:36][C:13]1[CH:14]=[C:15]2[C:10](=[CH:11][CH:12]=1)[CH:9]=[C:8]([CH2:7][C:6]([OH:37])=[O:5])[C:17]([CH3:18])=[C:16]2[C:19]1[CH:20]=[CH:21][C:22]([S:25]([C:28]2[CH:29]=[C:30]([F:35])[CH:31]=[C:32]([F:34])[CH:33]=2)(=[O:27])=[O:26])=[CH:23][CH:24]=1, predict the reactants needed to synthesize it. The reactants are: O.[OH-].[Li+].C[O:5][C:6](=[O:37])[CH2:7][C:8]1[C:17]([CH3:18])=[C:16]([C:19]2[CH:24]=[CH:23][C:22]([S:25]([C:28]3[CH:33]=[C:32]([F:34])[CH:31]=[C:30]([F:35])[CH:29]=3)(=[O:27])=[O:26])=[CH:21][CH:20]=2)[C:15]2[C:10](=[CH:11][CH:12]=[C:13]([Cl:36])[CH:14]=2)[CH:9]=1.